From a dataset of Full USPTO retrosynthesis dataset with 1.9M reactions from patents (1976-2016). Predict the reactants needed to synthesize the given product. (1) The reactants are: Br[C:2]1[CH:7]=[CH:6][C:5]([NH:8][CH2:9]CO)=[C:4]([N+:12]([O-])=O)[CH:3]=1.C(OC(N1CCCC1CC(O)=O)=O)(C)(C)C. Given the product [N:12]1[C:4]2[CH:3]=[CH:2][CH:7]=[CH:6][C:5]=2[NH:8][CH:9]=1, predict the reactants needed to synthesize it. (2) Given the product [Cl:9][C:10]1[CH:11]=[C:12]2[C:17](=[CH:18][CH:19]=1)[N:16]([CH3:20])[C:15](=[O:21])[C:14]([C:22]#[N:23])=[C:13]2[N:24]1[CH2:25][CH2:26][N:27]([C:6]([C:2]2[S:1][CH:5]=[CH:4][CH:3]=2)=[O:7])[CH2:28][CH2:29]1, predict the reactants needed to synthesize it. The reactants are: [S:1]1[CH:5]=[CH:4][CH:3]=[C:2]1[C:6](Cl)=[O:7].[Cl:9][C:10]1[CH:11]=[C:12]2[C:17](=[CH:18][CH:19]=1)[N:16]([CH3:20])[C:15](=[O:21])[C:14]([C:22]#[N:23])=[C:13]2[N:24]1[CH2:29][CH2:28][NH:27][CH2:26][CH2:25]1. (3) Given the product [N:12]1[CH:17]=[CH:16][C:15]([CH2:18][CH2:19][NH:20][C:21]([C:23]2[S:31][C:30]3[C:25](=[N:26][CH:27]=[CH:28][C:29]=3[NH:11][C:7]3[CH:8]=[C:9]4[C:4](=[CH:5][CH:6]=3)[NH:3][C:2]([CH3:1])=[CH:10]4)[CH:24]=2)=[O:22])=[CH:14][CH:13]=1, predict the reactants needed to synthesize it. The reactants are: [CH3:1][C:2]1[NH:3][C:4]2[C:9]([CH:10]=1)=[CH:8][C:7]([NH2:11])=[CH:6][CH:5]=2.[N:12]1[CH:17]=[CH:16][C:15]([CH2:18][CH2:19][NH:20][C:21]([C:23]2[S:31][C:30]3[C:25](=[N:26][CH:27]=[CH:28][C:29]=3Cl)[CH:24]=2)=[O:22])=[CH:14][CH:13]=1. (4) Given the product [Cl:3][C:4]1[C:5]2[O:13][CH2:12][CH2:11][N:9]([CH3:10])[C:7](=[O:8])[C:6]=2[CH:14]=[CH:15][C:16]=1[F:17], predict the reactants needed to synthesize it. The reactants are: [H-].[Na+].[Cl:3][C:4]1[C:5](F)=[C:6]([CH:14]=[CH:15][C:16]=1[F:17])[C:7]([N:9]([CH2:11][CH2:12][OH:13])[CH3:10])=[O:8].O. (5) The reactants are: [Cl:1][C:2]1[CH:3]=[C:4]([S:9]([NH:12][C:13]2[CH:21]=[C:20]3[C:16]([CH:17]=[CH:18][N:19]3[CH3:22])=[CH:15][CH:14]=2)(=[O:11])=[O:10])[CH:5]=[C:6]([Cl:8])[CH:7]=1.[C:23](Cl)(=[O:27])[C:24]([Cl:26])=[O:25]. Given the product [Cl:1][C:2]1[CH:3]=[C:4]([S:9]([NH:12][C:13]2[CH:21]=[C:20]3[C:16]([C:17]([C:23](=[O:27])[C:24]([Cl:26])=[O:25])=[CH:18][N:19]3[CH3:22])=[CH:15][CH:14]=2)(=[O:11])=[O:10])[CH:5]=[C:6]([Cl:8])[CH:7]=1, predict the reactants needed to synthesize it. (6) Given the product [CH2:40]([O:39][CH2:3][CH2:4][O:5][CH2:6][C@@H:7]1[CH2:16][C:15]2[C:10](=[CH:11][CH:12]=[CH:13][CH:14]=2)[CH2:9][N:8]1[C:17](=[O:19])[CH3:18])[C:41]1[CH:46]=[CH:45][CH:44]=[CH:43][CH:42]=1, predict the reactants needed to synthesize it. The reactants are: CN(C)[CH2:3][CH2:4][O:5][CH2:6][C@@H:7]1[CH2:16][C:15]2[C:10](=[CH:11][CH:12]=[CH:13][CH:14]=2)[CH2:9][N:8]1[C:17](=[O:19])[CH3:18].OC[C@@H]1CC2C(=CC=CC=2)CN1C(=O)C.BrCC[O:39][CH2:40][C:41]1[CH:46]=[CH:45][CH:44]=[CH:43][CH:42]=1. (7) Given the product [C:1]([O:5][C:6]([N:8]1[CH2:17][CH2:16][C:15]2[C:10](=[CH:11][C:12]([O:18][CH2:21][S:22][CH3:23])=[CH:13][CH:14]=2)[CH2:9]1)=[O:7])([CH3:4])([CH3:2])[CH3:3], predict the reactants needed to synthesize it. The reactants are: [C:1]([O:5][C:6]([N:8]1[CH2:17][CH2:16][C:15]2[C:10](=[CH:11][C:12]([OH:18])=[CH:13][CH:14]=2)[CH2:9]1)=[O:7])([CH3:4])([CH3:3])[CH3:2].[H-].[Na+].[CH3:21][S:22][CH2:23]Cl.O. (8) Given the product [CH:13]1([C@@H:19]([NH:21][C:2]2[S:3][C:4]3[CH:10]=[C:9]([O:11][CH3:12])[CH:8]=[CH:7][C:5]=3[N:6]=2)[CH3:20])[CH2:18][CH2:17][CH2:16][CH2:15][CH2:14]1, predict the reactants needed to synthesize it. The reactants are: Cl[C:2]1[S:3][C:4]2[CH:10]=[C:9]([O:11][CH3:12])[CH:8]=[CH:7][C:5]=2[N:6]=1.[CH:13]1([C@@H:19]([NH2:21])[CH3:20])[CH2:18][CH2:17][CH2:16][CH2:15][CH2:14]1.CCN(C(C)C)C(C)C. (9) Given the product [CH3:1][O:2][C:3]([C:5]1[C:6]([OH:29])=[C:7]2[C:12](=[C:13]([Br:30])[N:14]=1)[N:11]([CH2:15][C:16]1[CH:21]=[CH:20][CH:19]=[CH:18][CH:17]=1)[C:10](=[O:22])[C:9]([C:23]1[CH:24]=[N:25][CH:26]=[CH:27][CH:28]=1)=[CH:8]2)=[O:4], predict the reactants needed to synthesize it. The reactants are: [CH3:1][O:2][C:3]([C:5]1[C:6]([OH:29])=[C:7]2[C:12](=[CH:13][N:14]=1)[N:11]([CH2:15][C:16]1[CH:21]=[CH:20][CH:19]=[CH:18][CH:17]=1)[C:10](=[O:22])[C:9]([C:23]1[CH:24]=[N:25][CH:26]=[CH:27][CH:28]=1)=[CH:8]2)=[O:4].[Br:30]N1C(=O)CCC1=O.